From a dataset of Forward reaction prediction with 1.9M reactions from USPTO patents (1976-2016). Predict the product of the given reaction. (1) Given the reactants C1C(=O)N([Br:8])C(=O)C1.[C:9]1([CH:15]([C:38]2[CH:43]=[CH:42][CH:41]=[CH:40][CH:39]=2)[C:16]2[CH:17]=[C:18]3[C:35](=[CH:36][CH:37]=2)[CH:34]=[C:33]2[C:20]([CH:21]=[C:22]4[C:31](=[CH:32]2)[CH:30]=[C:29]2[C:24]([CH:25]=[CH:26][CH:27]=[CH:28]2)=[CH:23]4)=[CH:19]3)[CH:14]=[CH:13][CH:12]=[CH:11][CH:10]=1, predict the reaction product. The product is: [Br:8][C:26]1[CH:27]=[CH:28][C:29]2[C:24]([CH:25]=1)=[CH:23][C:22]1[C:31](=[CH:32][C:33]3[C:20]([CH:21]=1)=[CH:19][C:18]1[C:35](=[CH:36][CH:37]=[C:16]([CH:15]([C:9]4[CH:10]=[CH:11][CH:12]=[CH:13][CH:14]=4)[C:38]4[CH:43]=[CH:42][CH:41]=[CH:40][CH:39]=4)[CH:17]=1)[CH:34]=3)[CH:30]=2. (2) Given the reactants Cl.ClC(C)[CH2:4][NH:5][CH2:6][CH2:7][C:8]1C=CC(Cl)=C[CH:9]=1.[Cl-].[Al+3].[Cl-].[Cl-].[OH-].[Na+].Cl[C:23]1[CH:28]=[CH:27][CH:26]=[CH:25][C:24]=1[Cl:29], predict the reaction product. The product is: [Cl:29][C:24]1[CH:25]=[CH:26][C:27]2[CH2:9][CH2:8][CH2:7][CH2:6][N:5]([CH3:4])[C:28]=2[CH:23]=1. (3) Given the reactants [NH2:1][C:2]1[CH:7]=[CH:6][C:5]([CH2:8][S:9]([CH3:12])(=[O:11])=[O:10])=[CH:4][C:3]=1[C:13]1[C:14]2[CH:23]=[CH:22][N:21](S(C3C=CC(C)=CC=3)(=O)=O)[C:15]=2[C:16](=[O:20])[N:17]([CH3:19])[CH:18]=1.Br[C:35]1[CH:36]=[C:37]([O:45][CH3:46])[C:38]([O:43][CH3:44])=[C:39]([O:41][CH3:42])[CH:40]=1.C(=O)([O-])[O-].[Cs+].[Cs+].C1(P(C2CCCCC2)C2C=CC=CC=2C2C(C(C)C)=CC(C(C)C)=CC=2C(C)C)CCCCC1, predict the reaction product. The product is: [CH3:19][N:17]1[CH:18]=[C:13]([C:3]2[CH:4]=[C:5]([CH2:8][S:9]([CH3:12])(=[O:11])=[O:10])[CH:6]=[CH:7][C:2]=2[NH:1][C:35]2[CH:36]=[C:37]([O:45][CH3:46])[C:38]([O:43][CH3:44])=[C:39]([O:41][CH3:42])[CH:40]=2)[C:14]2[CH:23]=[CH:22][NH:21][C:15]=2[C:16]1=[O:20]. (4) Given the reactants [F:1][C:2]([F:12])([F:11])[C:3]1[CH:8]=[CH:7][C:6]([CH:9]=O)=[CH:5][CH:4]=1.Cl[CH:14](Cl)[C:15]([O:17][CH3:18])=[O:16].C[O-].[Na+].[NH2:23][C:24]([NH2:26])=[S:25], predict the reaction product. The product is: [CH3:18][O:17][C:15]([C:14]1[N:23]=[C:24]([NH2:26])[S:25][C:9]=1[C:6]1[CH:7]=[CH:8][C:3]([C:2]([F:12])([F:11])[F:1])=[CH:4][CH:5]=1)=[O:16]. (5) The product is: [C:1]1([CH:7]([CH3:29])[CH2:8][NH:9][C:10]([C:12]2[CH:28]=[CH:27][C:15]3[S:16][C:17]4[CH:25]=[CH:24][C:23]([F:26])=[CH:22][C:18]=4[C:19]([N:30]4[CH2:35][CH2:34][CH2:33][CH2:32][CH2:31]4)=[N:20][C:14]=3[CH:13]=2)=[O:11])[CH:6]=[CH:5][CH:4]=[CH:3][CH:2]=1. Given the reactants [C:1]1([CH:7]([CH3:29])[CH2:8][NH:9][C:10]([C:12]2[CH:28]=[CH:27][C:15]3[S:16][C:17]4[CH:25]=[CH:24][C:23]([F:26])=[CH:22][C:18]=4[C:19](Cl)=[N:20][C:14]=3[CH:13]=2)=[O:11])[CH:6]=[CH:5][CH:4]=[CH:3][CH:2]=1.[NH:30]1[CH2:35][CH2:34][CH2:33][CH2:32][CH2:31]1, predict the reaction product. (6) The product is: [CH:17]1([C@H:23]2[CH2:27][N:26]([C:28]([O:30][C:31]([CH3:32])([CH3:33])[CH3:34])=[O:29])[C@H:25]([C@H:35]([C:15]3[C:14]([Cl:16])=[CH:13][N:12]=[CH:11][C:10]=3[Cl:9])[OH:36])[CH2:24]2)[CH2:18][CH2:19][CH2:20][CH2:21][CH2:22]1. Given the reactants C([N-]C(C)C)(C)C.[Li+].[Cl:9][C:10]1[CH:11]=[N:12][CH:13]=[C:14]([Cl:16])[CH:15]=1.[CH:17]1([C@H:23]2[CH2:27][N:26]([C:28]([O:30][C:31]([CH3:34])([CH3:33])[CH3:32])=[O:29])[C@H:25]([CH:35]=[O:36])[CH2:24]2)[CH2:22][CH2:21][CH2:20][CH2:19][CH2:18]1.N1CCCC1, predict the reaction product. (7) Given the reactants [C:1]([O:5][C:6]([N:8]1[CH2:12][C@@H:11]([C:13]2[CH:18]=[CH:17][CH:16]=[C:15]([CH:19]([CH3:21])[CH3:20])[CH:14]=2)[C@@H:10]([CH:22]=O)[CH2:9]1)=[O:7])([CH3:4])([CH3:3])[CH3:2].[Cl:24][C:25]1[CH:31]=[CH:30][C:28]([NH2:29])=[CH:27][CH:26]=1.[BH-](OC(C)=O)(OC(C)=O)OC(C)=O.[Na+], predict the reaction product. The product is: [C:1]([O:5][C:6]([N:8]1[CH2:12][C@@H:11]([C:13]2[CH:18]=[CH:17][CH:16]=[C:15]([CH:19]([CH3:21])[CH3:20])[CH:14]=2)[C@H:10]([CH2:22][NH:29][C:28]2[CH:30]=[CH:31][C:25]([Cl:24])=[CH:26][CH:27]=2)[CH2:9]1)=[O:7])([CH3:4])([CH3:3])[CH3:2].